The task is: Binary Classification. Given two protein amino acid sequences, predict whether they physically interact or not.. This data is from Human Reference Interactome with 51,813 positive PPI pairs across 8,248 proteins, plus equal number of experimentally-validated negative pairs. (1) Protein 1 (ENSG00000213047) has sequence MAAAPREEKRWPQPVFSNPVVLWKFPEDFGDQEILQSVPKFCFPFDVERVSQNQVGQHFTFVLTDIESKQRFGFCRLTSGGTICLCILSYLPWFEVYYKLLNTLADYLAKELENDLNETLRSLYNHPVPKANTPVNLSVHSYFIAPDVTGLPTIPESRNLTEYFVAVDVNNMLQLYASMLHERRIVIISSKLSTLTACIHGSAALLYPMYWQHIYIPVLPPHLLDYCCAPMPYLIGIHSSLIERVKNKSLEDVVMLNVDTNTLESPFSDLNNLPSDVVSALKNKLKKQSTATGDGVARAF.... Protein 2 (ENSG00000115514) has sequence MEADASVDMFSKVLEHQLLQTTKLVEEHLDSEIQKLDQMDEDELERLKEKRLQALRKAQQQKQEWLSKGHGEYREIPSERDFFQEVKESENVVCHFYRDSTFRCKILDRHLAILSKKHLETKFLKLNVEKAPFLCERLHIKVIPTLALLKDGKTQDYVVGFTDLGNTDDFTTETLEWRLGSSDILNYSGNLMEPPFQNQKKFGTNFTKLEKKTIRGKKYDSDSDDD*MEADASVDMFSKVLEHQLLQTTKLVEEHLDSEIQKLDQMDEDELERLKEKRLQALRKAQQQKQEWLSKGHGEY.... Result: 0 (the proteins do not interact). (2) Protein 1 (ENSG00000205744) has sequence MESRAEGGSPAVFDWFFEAACPASLQEDPPILRQFPPDFRDQEAMQMVPKFCFPFDVEREPPSPAVQHFTFALTDLAGNRRFGFCRLRAGTQSCLCILSHLPWFEVFYKLLNTVGDLLAQDQVTEAEELLQNLFQQSLSGPQASVGLELGSGVTVSSGQGIPPPTRGNSKPLSCFVAPDSGRLPSIPENRNLTELVVAVTDENIVGLFAALLAERRVLLTASKLSTLTSCVHASCALLYPMRWEHVLIPTLPPHLLDYCCAPMPYLIGVHASLAERVREKALEDVVVLNVDANTLETTFN.... Protein 2 (ENSG00000154118) has sequence MSSGGRFNFDDGGSYCGGWEDGKAHGHGVCTGPKGQGEYTGSWSHGFEVLGVYTWPSGNTYQGTWAQGKRHGIGLESKGKWVYKGEWTHGFKGRYGVRECAGNGAKYEGTWSNGLQDGYGTETYSDGGTYQGQWVGGMRQGYGVRQSVPYGMAAVIRSPLRTSINSLRSEHTNGTALHPDASPAVAGSPAVSRGGFVLVAHSDSEILKSKKKGLFRRSLLSGLKLRKSESKSSLASQRSKQSSFRSEAGMSTVSSTASDIHSTISLGEAEAELAVIEDDIDATTTETYVGEWKNDKRSGF.... Result: 0 (the proteins do not interact). (3) Protein 1 (ENSG00000125637) has sequence MMGDYRLPDHPQPMEILNLYLGDSLEPHPGECPRETCSHEDPPEPFEEQTWATDPPEPTRQNVPPWGSGVELTHLGSWVHQDGLEPCQEQTRATDPPESTRQDAPPWGSGVELTHLGSPSAQREHRQNTASPGSPVNSHLPGSPKQNRSTSTQVVFWAGILQAQMCVLDLEEELEKTEGLKAGLKCCLPTPPVDLPGDTGLHSSPPENEDSGEDSSEPEGEGQAWLREGTPDSSPQWGAEEESMFFSNPLFLASPCSENSASGECFSWGASDSHAGVRTGPESPATLEPPLPEDTVLWEL.... Protein 2 (ENSG00000154839) has sequence MASSDLEQLCSHVNEKIGNIKKTLSLRNCGQEPTLKTVLNKIGDEIIVINELLNKLELEIQYQEQTNNSLKELCESLEEDYKDIEHLKENVPSHLPQVTVTQSCVKGSDLDPEEPIKVEEPEPVKKPPKEQRSIKEMPFITCDEFNGVPSYMKSRLTYNQINDVIKEINKAVISKYKILHQPKKSMNSVTRNLYHRFIDEETKDTKGRYFIVEADIKEFTTLKADKKFHVLLNILRHCRRLSEVRGGGLTRYVIT*MASSDLEQLCSHVNEKIGNIKKTLSLRNCGQEPTLKTVLNKIGD.... Result: 0 (the proteins do not interact). (4) Protein 1 (ENSG00000167034) has sequence MLRVPEPRPGEAKAEGAAPPTPSKPLTSFLIQDILRDGAQRQGGRTSSQRQRDPEPEPEPEPEGGRSRAGAQNDQLSTGPRAAPEEAETLAETEPERHLGSYLLDSENTSGALPRLPQTPKQPQKRSRAAFSHTQVIELERKFSHQKYLSAPERAHLAKNLKLTETQVKIWFQNRRYKTKRKQLSSELGDLEKHSSLPALKEEAFSRASLVSVYNSYPYYPYLYCVGSWSPAFW*MLRVPEPRPGEAETLAETEPERHLGSYLLDSENTSGALPRLPQTPKQPQKRSRAAFSHTQVIELE.... Result: 0 (the proteins do not interact). Protein 2 (ENSG00000184575) has sequence MDEQALLGLNPNADSDFRQRALAYFEQLKISPDAWQVCAEALAQRTYSDDHVKFFCFQVLEHQVKYKYSELTTVQQQLIRETLISWLQAQMLNPQPEKTFIRNKAAQVFALLFVTEYLTKWPKFFFDILSVVDLNPRGVDLYLRILMAIDSELVDRDVVHTSEEARRNTLIKDTMREQCIPNLVESWYQILQNYQFTNSEVTCQCLEVVGAYVSWIDLSLIANDRFINMLLGHMSIEVLREEACDCLFEVVNKGMDPVDKMKLVESLCQVLQSAGFFSIDQEEDVDFLARFSKLVNGMGQ....